Regression. Given a peptide amino acid sequence and an MHC pseudo amino acid sequence, predict their binding affinity value. This is MHC class II binding data. From a dataset of Peptide-MHC class II binding affinity with 134,281 pairs from IEDB. The peptide sequence is TEAEDVIPEGWKADTSYESK. The MHC is HLA-DPA10103-DPB10401 with pseudo-sequence HLA-DPA10103-DPB10401. The binding affinity (normalized) is 0.